Dataset: Peptide-MHC class I binding affinity with 185,985 pairs from IEDB/IMGT. Task: Regression. Given a peptide amino acid sequence and an MHC pseudo amino acid sequence, predict their binding affinity value. This is MHC class I binding data. (1) The peptide sequence is RPLMESELVI. The MHC is HLA-B54:01 with pseudo-sequence HLA-B54:01. The binding affinity (normalized) is 0.00776. (2) The peptide sequence is EMADYIFFV. The MHC is HLA-B08:02 with pseudo-sequence HLA-B08:02. The binding affinity (normalized) is 0.0847. (3) The MHC is Mamu-B3901 with pseudo-sequence Mamu-B3901. The binding affinity (normalized) is 0.556. The peptide sequence is RHFPTAFEF. (4) The peptide sequence is QQALSSFHTT. The MHC is HLA-A02:01 with pseudo-sequence HLA-A02:01. The binding affinity (normalized) is 0.0501. (5) The peptide sequence is ETKLGKAGY. The MHC is HLA-A03:01 with pseudo-sequence HLA-A03:01. The binding affinity (normalized) is 0. (6) The peptide sequence is FRYKSRCYV. The MHC is HLA-A02:06 with pseudo-sequence HLA-A02:06. The binding affinity (normalized) is 0.0847.